From a dataset of Reaction yield outcomes from USPTO patents with 853,638 reactions. Predict the reaction yield, written as a fraction of the theoretical maximum amount of product (1.0 means a 100% yield; for example, 0.34 means a 34% yield). The reactants are Br[C:2]1[CH:9]=[CH:8][C:5]([CH:6]=[O:7])=[C:4]([F:10])[CH:3]=1.C([O-])(O)=O.[Na+].[C:16]([O:20][C:21]([CH3:24])([CH3:23])[CH3:22])(=[O:19])[CH:17]=[CH2:18]. The catalyst is CN(C=O)C.C(N(CC)CC)C.O.CC([O-])=O.CC([O-])=O.[Pd+2].C1C=CC(P(C2C=CC=CC=2)C2C=CC=CC=2)=CC=1. The product is [C:21]([O:20][C:16](=[O:19])[CH:17]=[CH:18][C:2]1[CH:9]=[CH:8][C:5]([CH:6]=[O:7])=[C:4]([F:10])[CH:3]=1)([CH3:24])([CH3:23])[CH3:22]. The yield is 0.800.